Task: Predict the reactants needed to synthesize the given product.. Dataset: Full USPTO retrosynthesis dataset with 1.9M reactions from patents (1976-2016) (1) Given the product [Cl:1][C:2]1[CH:7]=[CH:6][C:5]([S:8]([NH:11][C:15]2[C:16]([C:22]([C:24]3[CH:29]=[CH:28][N:27]=[C:26]([N:30]4[CH2:31][CH2:32][O:33][CH2:34][CH2:35]4)[CH:25]=3)=[O:23])=[N:17][CH:18]=[C:19]([Cl:21])[CH:20]=2)(=[O:10])=[O:9])=[CH:4][C:3]=1[C:36]([F:37])([F:38])[F:39], predict the reactants needed to synthesize it. The reactants are: [Cl:1][C:2]1[CH:7]=[CH:6][C:5]([S:8]([N:11]([C:15]2[C:16]([C:22]([C:24]3[CH:29]=[CH:28][N:27]=[C:26]([N:30]4[CH2:35][CH2:34][O:33][CH2:32][CH2:31]4)[CH:25]=3)=[O:23])=[N:17][CH:18]=[C:19]([Cl:21])[CH:20]=2)COC)(=[O:10])=[O:9])=[CH:4][C:3]=1[C:36]([F:39])([F:38])[F:37]. (2) Given the product [F:1][C:2]1[CH:7]=[CH:6][CH:5]=[CH:4][C:3]=1[C:8]1([CH:32]([C:30]2[CH:29]=[CH:28][C:26]3[N:27]=[C:23]([NH:22][CH:19]([CH3:20])[CH3:21])[S:24][C:25]=3[CH:31]=2)[OH:33])[S:9][CH2:10][CH2:11][CH2:12][S:13]1, predict the reactants needed to synthesize it. The reactants are: [F:1][C:2]1[CH:7]=[CH:6][CH:5]=[CH:4][C:3]=1[CH:8]1[S:13][CH2:12][CH2:11][CH2:10][S:9]1.[Li]CCCC.[CH:19]([NH:22][C:23]1[S:24][C:25]2[CH:31]=[C:30]([CH:32]=[O:33])[CH:29]=[CH:28][C:26]=2[N:27]=1)([CH3:21])[CH3:20].CCOC(C)=O.CCCCCC. (3) Given the product [NH:29]1[C:30]2[C:35](=[CH:34][CH:33]=[CH:32][CH:31]=2)[C:27]([CH2:26][CH2:25][N:24]2[CH:1]([C:2]3[O:6][CH:5]=[CH:4][CH:3]=3)[C:15]([C:16](=[O:23])[C:17]3[CH:22]=[CH:21][CH:20]=[N:19][CH:18]=3)=[C:9]([OH:8])[C:10]2=[O:12])=[CH:28]1, predict the reactants needed to synthesize it. The reactants are: [CH:1](=O)[C:2]1[O:6][CH:5]=[CH:4][CH:3]=1.[OH:8]/[C:9](=[CH:15]\[C:16](=[O:23])[C:17]1[CH:18]=[N:19][CH:20]=[CH:21][CH:22]=1)/[C:10]([O:12]CC)=O.[NH2:24][CH2:25][CH2:26][C:27]1[C:35]2[C:30](=[CH:31][CH:32]=[CH:33][CH:34]=2)[NH:29][CH:28]=1. (4) Given the product [NH2:21][C:14]1[C:15]([O:19][CH3:20])=[CH:16][CH:17]=[CH:18][C:13]=1[NH:12][CH2:11][C@@H:8]1[CH2:9][CH2:10][N:6]([C:4]([CH:1]2[CH2:2][CH2:3]2)=[O:5])[CH2:7]1, predict the reactants needed to synthesize it. The reactants are: [CH:1]1([C:4]([N:6]2[CH2:10][CH2:9][C@@H:8]([CH2:11][NH:12][C:13]3[CH:18]=[CH:17][CH:16]=[C:15]([O:19][CH3:20])[C:14]=3[N+:21]([O-])=O)[CH2:7]2)=[O:5])[CH2:3][CH2:2]1. (5) Given the product [CH3:15][N:10]1[C:11]2[C:7](=[CH:6][CH:5]=[C:4]([N+:1]([O-:3])=[O:2])[CH:12]=2)[CH:8]=[N:9]1, predict the reactants needed to synthesize it. The reactants are: [N+:1]([C:4]1[CH:12]=[C:11]2[C:7]([CH:8]=[N:9][NH:10]2)=[CH:6][CH:5]=1)([O-:3])=[O:2].[H-].[Na+].[CH3:15]I. (6) Given the product [OH:32][C@H:24]1[C@@H:23]([OH:33])[C@H:22]([N:16]2[CH:15]=[N:14][C:13]3[C:17]2=[N:18][C:19]([N:40]2[CH:41]=[C:37]([N+:34]([O-:36])=[O:35])[N:38]=[CH:39]2)=[N:20][C:12]=3[NH:11][C@H:8]([CH2:9][OH:10])[CH2:1][C:2]2[CH:7]=[CH:6][CH:5]=[CH:4][CH:3]=2)[CH2:26][C@@H:25]1[NH:27][C:28](=[O:31])[CH2:29][OH:30], predict the reactants needed to synthesize it. The reactants are: [CH2:1]([C@H:8]([NH:11][C:12]1[N:20]=[C:19](Cl)[N:18]=[C:17]2[C:13]=1[N:14]=[CH:15][N:16]2[C@@H:22]1[CH2:26][C@H:25]([NH:27][C:28](=[O:31])[CH2:29][OH:30])[C@@H:24]([OH:32])[C@H:23]1[OH:33])[CH2:9][OH:10])[C:2]1[CH:7]=[CH:6][CH:5]=[CH:4][CH:3]=1.[N+:34]([C:37]1[N:38]=[CH:39][NH:40][CH:41]=1)([O-:36])=[O:35].